Dataset: Reaction yield outcomes from USPTO patents with 853,638 reactions. Task: Predict the reaction yield, written as a fraction of the theoretical maximum amount of product (1.0 means a 100% yield; for example, 0.34 means a 34% yield). (1) The reactants are [Cl:1][C:2]1[CH:7]=[CH:6][C:5]([S:8]([NH:11][CH2:12][C:13]2[CH:18]=[CH:17][C:16]([C:19]#[N:20])=[CH:15][CH:14]=2)(=[O:10])=[O:9])=[CH:4][CH:3]=1.[F:21][C:22]1[CH:29]=[CH:28][CH:27]=[CH:26][C:23]=1[CH2:24]Br. No catalyst specified. The product is [Cl:1][C:2]1[CH:7]=[CH:6][C:5]([S:8]([N:11]([CH2:12][C:13]2[CH:18]=[CH:17][C:16]([C:19]#[N:20])=[CH:15][CH:14]=2)[CH2:24][C:23]2[CH:26]=[CH:27][CH:28]=[CH:29][C:22]=2[F:21])(=[O:9])=[O:10])=[CH:4][CH:3]=1. The yield is 0.887. (2) The reactants are [C:1]1([C:7]2[CH:8]=[CH:9][C:10]3[O:14][C:13](=S)[NH:12][C:11]=3[CH:16]=2)[CH:6]=[CH:5][CH:4]=[CH:3][CH:2]=1.P(Cl)(Cl)(Cl)(Cl)[Cl:18]. The product is [Cl:18][C:13]1[O:14][C:10]2[CH:9]=[CH:8][C:7]([C:1]3[CH:6]=[CH:5][CH:4]=[CH:3][CH:2]=3)=[CH:16][C:11]=2[N:12]=1. The catalyst is P(Cl)(Cl)(Cl)=O. The yield is 0.730. (3) The reactants are Cl[C:2]1[CH:3]=[CH:4][C:5]2[N:6]([CH:8]=[CH:9][N:10]=2)[N:7]=1.[NH2:11][C:12]1[CH:17]=[CH:16][CH:15]=[CH:14][C:13]=1[OH:18].C(=O)([O-])[O-].[K+].[K+].CN1CCCC1=O. The catalyst is [OH-].[Na+]. The product is [N:10]1[CH:9]=[CH:8][N:6]2[C:5]=1[CH:4]=[CH:3][C:2]([O:18][C:13]1[CH:14]=[CH:15][CH:16]=[CH:17][C:12]=1[NH2:11])=[N:7]2. The yield is 0.140. (4) The product is [CH2:56]([O:58][C:59](=[O:68])[CH2:60][N:61]1[CH2:66][CH2:65][CH2:64][CH:63]([NH:67][C:19]([C:18]2[CH:17]=[N:16][C:15]([O:14][CH2:13][C:3]3[C:4]([C:7]4[CH:8]=[CH:9][CH:10]=[CH:11][CH:12]=4)=[N:5][O:6][C:2]=3[CH3:1])=[CH:23][CH:22]=2)=[O:21])[CH2:62]1)[CH3:57]. The reactants are [CH3:1][C:2]1[O:6][N:5]=[C:4]([C:7]2[CH:12]=[CH:11][CH:10]=[CH:9][CH:8]=2)[C:3]=1[CH2:13][O:14][C:15]1[CH:23]=[CH:22][C:18]([C:19]([OH:21])=O)=[CH:17][N:16]=1.F[B-](F)(F)F.N1(OC(N(C)C)=[N+](C)C)C2C=CC=CC=2N=N1.C(N(CC)C(C)C)(C)C.Cl.[CH2:56]([O:58][C:59](=[O:68])[CH2:60][N:61]1[CH2:66][CH2:65][CH2:64][CH:63]([NH2:67])[CH2:62]1)[CH3:57]. The yield is 0.810. The catalyst is CN(C=O)C. (5) The reactants are FC(F)(F)S(O[CH2:7][C:8]([F:11])([CH3:10])[CH3:9])(=O)=O.[NH:14]1[C:22]2[C:17](=[CH:18][CH:19]=[CH:20][CH:21]=2)[C:16]([CH2:23][C@H:24]([NH2:26])[CH3:25])=[CH:15]1.C(N(C(C)C)C(C)C)C. The catalyst is O1CCOCC1.CCOC(C)=O. The product is [NH:14]1[C:22]2[C:17](=[CH:18][CH:19]=[CH:20][CH:21]=2)[C:16]([CH2:23][C@H:24]([NH:26][CH2:7][C:8]([F:11])([CH3:10])[CH3:9])[CH3:25])=[CH:15]1. The yield is 0.910. (6) The reactants are [CH3:1][O:2][Na].[CH2:4]([O:11][C:12]1[CH:13]=[CH:14][CH:15]=[C:16]2[C:21]=1[N:20]=[C:19](Cl)[CH:18]=[CH:17]2)[C:5]1[CH:10]=[CH:9][CH:8]=[CH:7][CH:6]=1.O. The catalyst is CO. The product is [CH2:4]([O:11][C:12]1[CH:13]=[CH:14][CH:15]=[C:16]2[C:21]=1[N:20]=[C:19]([O:2][CH3:1])[CH:18]=[CH:17]2)[C:5]1[CH:10]=[CH:9][CH:8]=[CH:7][CH:6]=1. The yield is 0.790. (7) The reactants are [O:1]=[C:2]1[NH:6][C:5](=[O:7])[C:4](=[CH:8][C:9]2[CH:14]=[CH:13][C:12]([C:15]3[CH:20]=[CH:19][CH:18]=[C:17]([NH:21][C:22](=[O:28])[O:23][C:24]([CH3:27])([CH3:26])[CH3:25])[CH:16]=3)=[CH:11][CH:10]=2)[S:3]1. The catalyst is O1CCOCC1. The product is [O:1]=[C:2]1[NH:6][C:5](=[O:7])[CH:4]([CH2:8][C:9]2[CH:10]=[CH:11][C:12]([C:15]3[CH:20]=[CH:19][CH:18]=[C:17]([NH:21][C:22](=[O:28])[O:23][C:24]([CH3:26])([CH3:25])[CH3:27])[CH:16]=3)=[CH:13][CH:14]=2)[S:3]1. The yield is 0.600. (8) The yield is 0.600. The reactants are [CH3:1][O:2][C:3](=[O:14])[C:4]1[CH:9]=[CH:8][C:7](F)=[C:6]([N+:11]([O-:13])=[O:12])[CH:5]=1.C(=O)([O-])[O-].[K+].[K+].[CH2:21]([CH:23]1[CH2:28][CH2:27][CH2:26][CH2:25][CH:24]1[NH2:29])[CH3:22].Cl. The product is [CH3:1][O:2][C:3](=[O:14])[C:4]1[CH:9]=[CH:8][C:7]([NH:29][CH:24]2[CH2:25][CH2:26][CH2:27][CH2:28][CH:23]2[CH2:21][CH3:22])=[C:6]([N+:11]([O-:13])=[O:12])[CH:5]=1. The catalyst is O.CN(C=O)C. (9) The reactants are C([NH:5][C:6]([C:8]1[C:16]2[C:11](=[N:12][CH:13]=[C:14](C3C4C(=CC=C(OC(F)F)C=4)N(CC4OCCNC4)N=3)[N:15]=2)[N:10]([CH2:37][O:38][CH2:39][CH2:40][Si:41]([CH3:44])([CH3:43])[CH3:42])[CH:9]=1)=[O:7])(C)(C)C.C=O.C(O[BH-](OC(=O)C)OC(=O)C)(=O)C.[Na+]. The catalyst is CO. The product is [CH3:42][Si:41]([CH3:44])([CH3:43])[CH2:40][CH2:39][O:38][CH2:37][N:10]1[C:11]2=[N:12][CH:13]=[CH:14][N:15]=[C:16]2[C:8]([C:6]([NH2:5])=[O:7])=[CH:9]1. The yield is 0.620.